This data is from Reaction yield outcomes from USPTO patents with 853,638 reactions. The task is: Predict the reaction yield, written as a fraction of the theoretical maximum amount of product (1.0 means a 100% yield; for example, 0.34 means a 34% yield). (1) The reactants are Cl[C:2]1[N:7]=[CH:6][C:5]2[N:8]=[C:9]([C@H:17]([O:19][CH:20]3[CH2:25][CH2:24][CH2:23][CH2:22][O:21]3)[CH3:18])[N:10]([C@@H:11]([CH3:16])[C:12]([F:15])([F:14])[F:13])[C:4]=2[CH:3]=1.[NH2:26][C:27]1[CH:32]=[CH:31][N:30]=[C:29]([N:33]2[CH2:38][CH2:37][C@H:36]([OH:39])[C@H:35]([F:40])[CH2:34]2)[N:28]=1.C1(P(C2CCCCC2)C2C=CC=CC=2C2C(C(C)C)=CC(C(C)C)=CC=2C(C)C)CCCCC1.C(=O)([O-])[O-].[Cs+].[Cs+]. The catalyst is C1C=CC(/C=C/C(/C=C/C2C=CC=CC=2)=O)=CC=1.C1C=CC(/C=C/C(/C=C/C2C=CC=CC=2)=O)=CC=1.C1C=CC(/C=C/C(/C=C/C2C=CC=CC=2)=O)=CC=1.[Pd].[Pd].O1CCOCC1. The product is [F:40][C@H:35]1[C@@H:36]([OH:39])[CH2:37][CH2:38][N:33]([C:29]2[N:28]=[C:27]([NH:26][C:2]3[N:7]=[CH:6][C:5]4[N:8]=[C:9]([C@H:17]([O:19][CH:20]5[CH2:25][CH2:24][CH2:23][CH2:22][O:21]5)[CH3:18])[N:10]([C@@H:11]([CH3:16])[C:12]([F:15])([F:14])[F:13])[C:4]=4[CH:3]=3)[CH:32]=[CH:31][N:30]=2)[CH2:34]1. The yield is 0.490. (2) The reactants are [Cl:1][C:2]1[C:3]([O:13][CH3:14])=[CH:4][CH:5]=[C:6]2[C:10]=1[NH:9]C(=O)[C:7]2=[O:12].[OH-:15].[Na+].[Na+].[Cl-].OO. The catalyst is O.C(Cl)Cl. The product is [NH2:9][C:10]1[C:2]([Cl:1])=[C:3]([O:13][CH3:14])[CH:4]=[CH:5][C:6]=1[C:7]([OH:12])=[O:15]. The yield is 0.360. (3) The reactants are [O:1]1[C:5]2[CH:6]=[CH:7][C:8]([CH:10]([CH2:15][C:16]([OH:18])=[O:17])[CH2:11][C:12]([OH:14])=O)=[CH:9][C:4]=2[O:3][CH2:2]1. The catalyst is C(OC(=O)C)(=O)C. The product is [O:1]1[C:5]2[CH:6]=[CH:7][C:8]([CH:10]3[CH2:11][C:12](=[O:14])[O:18][C:16](=[O:17])[CH2:15]3)=[CH:9][C:4]=2[O:3][CH2:2]1. The yield is 0.700.